Dataset: Forward reaction prediction with 1.9M reactions from USPTO patents (1976-2016). Task: Predict the product of the given reaction. (1) The product is: [Cl:1][C:2]1[N:7]=[C:6]([NH:15][C:14]2[NH:10][N:11]=[CH:12][CH:13]=2)[CH:5]=[C:4]([CH3:9])[N:3]=1. Given the reactants [Cl:1][C:2]1[N:7]=[C:6](Cl)[CH:5]=[C:4]([CH3:9])[N:3]=1.[NH:10]1[C:14]([NH2:15])=[CH:13][CH:12]=[N:11]1.[Na+].[I-].CCN(C(C)C)C(C)C, predict the reaction product. (2) Given the reactants [CH2:1]([O:3][C:4](=[O:12])[CH2:5][CH:6]1[CH2:11][O:10][CH2:9][CH2:8][NH:7]1)[CH3:2].C(N(CC)CC)C.[F:20][C:21]1[CH:26]=[CH:25][C:24]([C:27]2[S:31][C:30]([CH3:32])=[N:29][C:28]=2[C:33](Cl)=[O:34])=[CH:23][CH:22]=1, predict the reaction product. The product is: [CH2:1]([O:3][C:4](=[O:12])[CH2:5][CH:6]1[CH2:11][O:10][CH2:9][CH2:8][N:7]1[C:33]([C:28]1[N:29]=[C:30]([CH3:32])[S:31][C:27]=1[C:24]1[CH:25]=[CH:26][C:21]([F:20])=[CH:22][CH:23]=1)=[O:34])[CH3:2]. (3) Given the reactants C1(C2C([CH:11]=[O:12])=CC(C(N3CCC(C4C=CC(C#N)=CC=4)CC3)=O)=C(C)C=2)CCC1.[Cl:30][C:31]1[C:39](I)=[CH:38][C:34]([C:35]([OH:37])=[O:36])=[C:33]([CH3:41])[CH:32]=1.C1(C2C(C=O)=CC(C(O)=O)=C(C)C=2)CCC1, predict the reaction product. The product is: [Cl:30][C:31]1[C:39]([CH:11]=[O:12])=[CH:38][C:34]([C:35]([OH:37])=[O:36])=[C:33]([CH3:41])[CH:32]=1. (4) Given the reactants [NH:1]1[C:9]2[C:4](=[CH:5][CH:6]=[CH:7][CH:8]=2)[CH2:3][C:2]1=[O:10].[H-].[Na+].[H][H].[F:15][C:16]1[CH:17]=[CH:18][C:19]([O:33][CH3:34])=[C:20]([C:22]([CH3:32])([CH3:31])[CH2:23][C:24]2([C:27]([F:30])([F:29])[F:28])[CH2:26][O:25]2)[CH:21]=1, predict the reaction product. The product is: [F:15][C:16]1[CH:17]=[CH:18][C:19]([O:33][CH3:34])=[C:20]([C:22]([CH3:31])([CH3:32])[CH2:23][C:24]([OH:25])([C:27]([F:30])([F:29])[F:28])[CH2:26][N:1]2[C:9]3[C:4](=[CH:5][CH:6]=[CH:7][CH:8]=3)[CH2:3][C:2]2=[O:10])[CH:21]=1. (5) Given the reactants [N:1]([CH2:4][C@H:5]1[CH2:10][CH2:9][CH2:8][CH2:7][C@@H:6]1[NH2:11])=[N+:2]=[N-:3].O=[C:13]1[CH2:18][CH2:17][N:16]([C:19]([O:21][C:22]([CH3:25])([CH3:24])[CH3:23])=[O:20])[CH2:15][CH2:14]1, predict the reaction product. The product is: [N:1]([CH2:4][C@H:5]1[CH2:10][CH2:9][CH2:8][CH2:7][C@@H:6]1[NH:11][CH:13]1[CH2:18][CH2:17][N:16]([C:19]([O:21][C:22]([CH3:25])([CH3:24])[CH3:23])=[O:20])[CH2:15][CH2:14]1)=[N+:2]=[N-:3]. (6) Given the reactants Br[CH:2]([CH3:17])[C:3]([C:5]1[C:6]([CH3:16])=[CH:7][C:8]([CH3:15])=[C:9]([CH:14]=1)[C:10]([O:12][CH3:13])=[O:11])=[O:4].Cl.[CH3:19][O:20][CH2:21][C:22](=[NH:24])[NH2:23].C(=O)([O-])[O-].[K+].[K+], predict the reaction product. The product is: [CH3:19][O:20][CH2:21][C:22]1[NH:23][C:3]([C:5]2[C:6]([CH3:16])=[CH:7][C:8]([CH3:15])=[C:9]([CH:14]=2)[C:10]([O:12][CH3:13])=[O:11])=[C:2]([CH3:17])[N:24]=1.[CH3:19][O:20][CH2:21][C:22]1[O:4][C:3]([C:5]2[C:6]([CH3:16])=[CH:7][C:8]([CH3:15])=[C:9]([CH:14]=2)[C:10]([O:12][CH3:13])=[O:11])=[C:2]([CH3:17])[N:23]=1. (7) Given the reactants [I-].[C:2]([O:5][CH2:6][CH2:7][C:8]1[CH:13]=[CH:12][C:11]([S+:14]2[C:18]3[CH:19]=[CH:20][CH:21]=[CH:22][C:17]=3[C:16]3[CH:23]=[CH:24][CH:25]=[CH:26][C:15]2=3)=[CH:10][CH:9]=1)(=[O:4])[CH3:3].[OH-].C[N+](C)(C)C.C(O)(=O)C, predict the reaction product. The product is: [C:2]([O-:5])(=[O:4])[CH3:3].[OH:5][CH2:6][CH2:7][C:8]1[CH:9]=[CH:10][C:11]([S+:14]2[C:15]3[CH:26]=[CH:25][CH:24]=[CH:23][C:16]=3[C:17]3[CH:22]=[CH:21][CH:20]=[CH:19][C:18]2=3)=[CH:12][CH:13]=1. (8) Given the reactants [NH2:1][C:2]1[CH:12]=[CH:11][C:10]([OH:13])=[CH:9][C:3]=1[C:4]([O:6][CH2:7][CH3:8])=[O:5].[CH2:14]([N:21]1[C:29]2[C:24](=[CH:25][C:26](Br)=[CH:27][CH:28]=2)[CH:23]=[CH:22]1)[C:15]1[CH:20]=[CH:19][CH:18]=[CH:17][CH:16]=1.C(=O)([O-])[O-].[Cs+].[Cs+].C1(C)C=CC=CC=1, predict the reaction product. The product is: [CH2:14]([N:21]1[C:29]2[C:24](=[CH:25][C:26]([NH:1][C:2]3[CH:12]=[CH:11][C:10]([OH:13])=[CH:9][C:3]=3[C:4]([O:6][CH2:7][CH3:8])=[O:5])=[CH:27][CH:28]=2)[CH:23]=[CH:22]1)[C:15]1[CH:20]=[CH:19][CH:18]=[CH:17][CH:16]=1. (9) Given the reactants [F:1][C:2]1[CH:7]=[CH:6][C:5]([N:8]2[C:16]3[C:11](=[CH:12][C:13]4=[C:14]([CH2:17][CH2:18][CH2:19][C:20](=[O:29])/[C:21]/4=[CH:22]/[C:23]4[CH:28]=[CH:27][CH:26]=[CH:25][N:24]=4)[CH:15]=3)[CH:10]=[N:9]2)=[CH:4][CH:3]=1, predict the reaction product. The product is: [F:1][C:2]1[CH:7]=[CH:6][C:5]([N:8]2[C:16]3[C:11](=[CH:12][C:13]4[CH:21]([CH2:22][C:23]5[CH:28]=[CH:27][CH:26]=[CH:25][N:24]=5)[C:20](=[O:29])[CH2:19][CH2:18][CH2:17][C:14]=4[CH:15]=3)[CH:10]=[N:9]2)=[CH:4][CH:3]=1.